From a dataset of NCI-60 drug combinations with 297,098 pairs across 59 cell lines. Regression. Given two drug SMILES strings and cell line genomic features, predict the synergy score measuring deviation from expected non-interaction effect. (1) Drug 1: CC1CCC2CC(C(=CC=CC=CC(CC(C(=O)C(C(C(=CC(C(=O)CC(OC(=O)C3CCCCN3C(=O)C(=O)C1(O2)O)C(C)CC4CCC(C(C4)OC)O)C)C)O)OC)C)C)C)OC. Drug 2: COC1=C2C(=CC3=C1OC=C3)C=CC(=O)O2. Cell line: NCI-H322M. Synergy scores: CSS=0.881, Synergy_ZIP=-2.63, Synergy_Bliss=-1.68, Synergy_Loewe=-2.47, Synergy_HSA=-2.47. (2) Drug 1: C1CCC(C1)C(CC#N)N2C=C(C=N2)C3=C4C=CNC4=NC=N3. Drug 2: CC1=C(C=C(C=C1)C(=O)NC2=CC(=CC(=C2)C(F)(F)F)N3C=C(N=C3)C)NC4=NC=CC(=N4)C5=CN=CC=C5. Cell line: NCI-H460. Synergy scores: CSS=12.1, Synergy_ZIP=5.78, Synergy_Bliss=5.48, Synergy_Loewe=11.0, Synergy_HSA=3.64. (3) Drug 1: C1CCN(CC1)CCOC2=CC=C(C=C2)C(=O)C3=C(SC4=C3C=CC(=C4)O)C5=CC=C(C=C5)O. Drug 2: C1=CN(C(=O)N=C1N)C2C(C(C(O2)CO)O)O.Cl. Cell line: A549. Synergy scores: CSS=47.6, Synergy_ZIP=0.736, Synergy_Bliss=-0.613, Synergy_Loewe=-29.1, Synergy_HSA=-1.95. (4) Drug 1: CNC(=O)C1=CC=CC=C1SC2=CC3=C(C=C2)C(=NN3)C=CC4=CC=CC=N4. Drug 2: CN1C(=O)N2C=NC(=C2N=N1)C(=O)N. Cell line: U251. Synergy scores: CSS=15.2, Synergy_ZIP=-6.14, Synergy_Bliss=-4.41, Synergy_Loewe=-10.1, Synergy_HSA=-1.94. (5) Drug 1: C1=CC(=CC=C1CCC2=CNC3=C2C(=O)NC(=N3)N)C(=O)NC(CCC(=O)O)C(=O)O. Drug 2: CC1CCC2CC(C(=CC=CC=CC(CC(C(=O)C(C(C(=CC(C(=O)CC(OC(=O)C3CCCCN3C(=O)C(=O)C1(O2)O)C(C)CC4CCC(C(C4)OC)OCCO)C)C)O)OC)C)C)C)OC. Cell line: OVCAR-4. Synergy scores: CSS=25.9, Synergy_ZIP=-10.4, Synergy_Bliss=-13.7, Synergy_Loewe=-9.05, Synergy_HSA=-7.41. (6) Drug 1: C1=CC(=CC=C1CCC2=CNC3=C2C(=O)NC(=N3)N)C(=O)NC(CCC(=O)O)C(=O)O. Drug 2: CC1=CC2C(CCC3(C2CCC3(C(=O)C)OC(=O)C)C)C4(C1=CC(=O)CC4)C. Cell line: SNB-19. Synergy scores: CSS=30.3, Synergy_ZIP=4.89, Synergy_Bliss=2.87, Synergy_Loewe=-34.6, Synergy_HSA=-3.32. (7) Drug 1: COC1=NC(=NC2=C1N=CN2C3C(C(C(O3)CO)O)O)N. Drug 2: CCC1(C2=C(COC1=O)C(=O)N3CC4=CC5=C(C=CC(=C5CN(C)C)O)N=C4C3=C2)O.Cl. Cell line: M14. Synergy scores: CSS=33.5, Synergy_ZIP=0.971, Synergy_Bliss=3.30, Synergy_Loewe=-35.0, Synergy_HSA=3.20. (8) Drug 1: C1=C(C(=O)NC(=O)N1)N(CCCl)CCCl. Drug 2: COC1=C2C(=CC3=C1OC=C3)C=CC(=O)O2. Cell line: HOP-62. Synergy scores: CSS=21.9, Synergy_ZIP=-0.265, Synergy_Bliss=-3.35, Synergy_Loewe=-8.96, Synergy_HSA=-3.87. (9) Drug 1: C1=CC(=CC=C1C#N)C(C2=CC=C(C=C2)C#N)N3C=NC=N3. Drug 2: CC1=C(N=C(N=C1N)C(CC(=O)N)NCC(C(=O)N)N)C(=O)NC(C(C2=CN=CN2)OC3C(C(C(C(O3)CO)O)O)OC4C(C(C(C(O4)CO)O)OC(=O)N)O)C(=O)NC(C)C(C(C)C(=O)NC(C(C)O)C(=O)NCCC5=NC(=CS5)C6=NC(=CS6)C(=O)NCCC[S+](C)C)O. Synergy scores: CSS=13.9, Synergy_ZIP=-1.44, Synergy_Bliss=-5.29, Synergy_Loewe=1.48, Synergy_HSA=-4.61. Cell line: NCI-H322M. (10) Drug 2: CCC1(CC2CC(C3=C(CCN(C2)C1)C4=CC=CC=C4N3)(C5=C(C=C6C(=C5)C78CCN9C7C(C=CC9)(C(C(C8N6C)(C(=O)OC)O)OC(=O)C)CC)OC)C(=O)OC)O.OS(=O)(=O)O. Synergy scores: CSS=31.6, Synergy_ZIP=-3.59, Synergy_Bliss=-2.01, Synergy_Loewe=-20.8, Synergy_HSA=-1.84. Drug 1: CNC(=O)C1=CC=CC=C1SC2=CC3=C(C=C2)C(=NN3)C=CC4=CC=CC=N4. Cell line: CCRF-CEM.